This data is from TCR-epitope binding with 47,182 pairs between 192 epitopes and 23,139 TCRs. The task is: Binary Classification. Given a T-cell receptor sequence (or CDR3 region) and an epitope sequence, predict whether binding occurs between them. (1) The epitope is TEILPVSMTK. The TCR CDR3 sequence is CASSIGYYGYTF. Result: 0 (the TCR does not bind to the epitope). (2) The epitope is YSEHPTFTSQY. The TCR CDR3 sequence is CASSLSGGLWSYEQYF. Result: 1 (the TCR binds to the epitope). (3) The TCR CDR3 sequence is CSARSGVGNTIYF. The epitope is GLCTLVAML. Result: 1 (the TCR binds to the epitope). (4) The epitope is GTHWFVTQR. The TCR CDR3 sequence is CSARSGLEQFF. Result: 0 (the TCR does not bind to the epitope).